Dataset: Catalyst prediction with 721,799 reactions and 888 catalyst types from USPTO. Task: Predict which catalyst facilitates the given reaction. (1) Reactant: [C:1]([CH2:3][C:4]([N:6]1[CH2:11][CH2:10][CH:9]([CH2:12][NH:13][C:14]2[N:19]3[CH:20]=[CH:21][N:22]=[C:18]3[C:17]([C:23]([NH2:25])=[O:24])=[C:16]([NH:26][C:27]3[CH:32]=[C:31]([O:33][CH3:34])[CH:30]=[C:29]([O:35][CH3:36])[CH:28]=3)[N:15]=2)[CH2:8][CH2:7]1)=[O:5])#[N:2].[CH:37]1([CH:40]=O)[CH2:39][CH2:38]1.C(O)(=O)C.N1CCCCC1. Product: [C:1]([C:3](=[CH:40][CH:37]1[CH2:39][CH2:38]1)[C:4]([N:6]1[CH2:7][CH2:8][CH:9]([CH2:12][NH:13][C:14]2[N:19]3[CH:20]=[CH:21][N:22]=[C:18]3[C:17]([C:23]([NH2:25])=[O:24])=[C:16]([NH:26][C:27]3[CH:28]=[C:29]([O:35][CH3:36])[CH:30]=[C:31]([O:33][CH3:34])[CH:32]=3)[N:15]=2)[CH2:10][CH2:11]1)=[O:5])#[N:2]. The catalyst class is: 14. (2) Reactant: [F:1][C:2]1[CH:7]=[C:6]([NH2:8])[CH:5]=[CH:4][C:3]=1[NH:9][C:10]1[CH:15]=[CH:14][N:13]=[C:12]2[N:16]([CH3:19])[CH:17]=[CH:18][C:11]=12.Cl[C:21]1[CH:26]=[C:25]([C:27]2[CH:32]=[CH:31][N:30]=[CH:29][CH:28]=2)[N:24]=[C:23]([NH2:33])[N:22]=1.Cl.[OH-].[Na+]. Product: [F:1][C:2]1[CH:7]=[C:6]([NH:8][C:21]2[CH:26]=[C:25]([C:27]3[CH:32]=[CH:31][N:30]=[CH:29][CH:28]=3)[N:24]=[C:23]([NH2:33])[N:22]=2)[CH:5]=[CH:4][C:3]=1[NH:9][C:10]1[CH:15]=[CH:14][N:13]=[C:12]2[N:16]([CH3:19])[CH:17]=[CH:18][C:11]=12. The catalyst class is: 6. (3) Reactant: [O:1]1[CH2:6][CH2:5][N:4]([C:7]2[CH:12]=[CH:11][C:10]([C:13]3[N:22]=[C:21]([O:23][C:24]4[CH:32]=[CH:31][C:27]([C:28](O)=[O:29])=[CH:26][CH:25]=4)[C:20]4[C:15](=[N:16][CH:17]=[CH:18][N:19]=4)[CH:14]=3)=[CH:9][CH:8]=2)[CH2:3][CH2:2]1.C[N:34](C(ON1N=NC2C=CC=NC1=2)=[N+](C)C)C.F[P-](F)(F)(F)(F)F.CCN(C(C)C)C(C)C. Product: [O:1]1[CH2:6][CH2:5][N:4]([C:7]2[CH:12]=[CH:11][C:10]([C:13]3[N:22]=[C:21]([O:23][C:24]4[CH:32]=[CH:31][C:27]([C:28]([NH2:34])=[O:29])=[CH:26][CH:25]=4)[C:20]4[C:15](=[N:16][CH:17]=[CH:18][N:19]=4)[CH:14]=3)=[CH:9][CH:8]=2)[CH2:3][CH2:2]1. The catalyst class is: 266. (4) Reactant: Cl.[NH2:2][CH2:3][C:4]([F:8])([F:7])[CH2:5][OH:6].Br[CH2:10][CH2:11][O:12][CH2:13][CH2:14]Br.CCN(C(C)C)C(C)C. Product: [F:7][C:4]([F:8])([CH2:3][N:2]1[CH2:14][CH2:13][O:12][CH2:11][CH2:10]1)[CH2:5][OH:6]. The catalyst class is: 31. (5) Product: [OH:23][CH2:22][CH2:21][N:20]([CH3:19])[C:14](=[O:16])[C@H:13]([O:12][C:10]1[CH:9]=[CH:8][CH:7]=[C:6]2[C:11]=1[C:2](=[O:1])[NH:3][CH:4]=[N:5]2)[CH3:18]. Reactant: [O:1]=[C:2]1[C:11]2[C:6](=[CH:7][CH:8]=[CH:9][C:10]=2[O:12][C@H:13]([CH3:18])[C:14]([O:16]C)=O)[N:5]=[CH:4][NH:3]1.[CH3:19][NH:20][CH2:21][CH2:22][OH:23]. The catalyst class is: 5. (6) Reactant: [F:1][C:2]([F:22])([F:21])[C:3]1[CH:4]=[C:5]([C:9]2[CH:10]=[CH:11][C:12]3[N:18]4[CH2:19][C@H:15]([CH2:16][CH2:17]4)[NH:14][C:13]=3[N:20]=2)[CH:6]=[CH:7][CH:8]=1.N1C=CC=CC=1.Cl[C:30]([O:32][C:33]1[CH:38]=[CH:37][CH:36]=[CH:35][CH:34]=1)=[O:31]. Product: [F:22][C:2]([F:21])([F:1])[C:3]1[CH:4]=[C:5]([C:9]2[CH:10]=[CH:11][C:12]3[N:18]4[CH2:19][C@H:15]([CH2:16][CH2:17]4)[N:14]([C:30]([O:32][C:33]4[CH:38]=[CH:37][CH:36]=[CH:35][CH:34]=4)=[O:31])[C:13]=3[N:20]=2)[CH:6]=[CH:7][CH:8]=1. The catalyst class is: 2. (7) Reactant: [NH2:1][C@H:2]1[CH2:6][CH2:5][N:4]([CH:7]([C:27]2[CH:32]=[CH:31][C:30]([F:33])=[CH:29][CH:28]=2)[C:8]([N:10]([CH2:12][C:13]2[C:22]3[C:17](=[CH:18][CH:19]=[CH:20][CH:21]=3)[CH:16]=[C:15]([C:23]#[N:24])[C:14]=2[O:25][CH3:26])[CH3:11])=[O:9])[CH2:3]1.[CH3:34][O-].[Na+].C=O.[OH-].[Na+]. Product: [C:23]([C:15]1[C:14]([O:25][CH3:26])=[C:13]([CH2:12][N:10]([CH3:11])[C:8](=[O:9])[CH:7]([C:27]2[CH:32]=[CH:31][C:30]([F:33])=[CH:29][CH:28]=2)[N:4]2[CH2:5][CH2:6][C@H:2]([NH:1][CH3:34])[CH2:3]2)[C:22]2[C:17]([CH:16]=1)=[CH:18][CH:19]=[CH:20][CH:21]=2)#[N:24]. The catalyst class is: 5. (8) Reactant: [Cl:1][C:2]1[CH:3]=[C:4]2[C:8](=[CH:9][CH:10]=1)[NH:7][C:6]1[CH2:11][N:12]([CH3:15])[CH2:13][CH2:14][C:5]2=1.[H-].[Na+].[O:18]1[CH2:20][CH:19]1[C:21]1[CH:26]=[CH:25][N:24]=[CH:23][CH:22]=1. Product: [Cl:1][C:2]1[CH:3]=[C:4]2[C:8](=[CH:9][CH:10]=1)[N:7]([CH2:20][CH:19]([C:21]1[CH:26]=[CH:25][N:24]=[CH:23][CH:22]=1)[OH:18])[C:6]1[CH2:11][N:12]([CH3:15])[CH2:13][CH2:14][C:5]2=1. The catalyst class is: 3. (9) Reactant: [CH3:1][CH2:2][N:3]1[C:8](=[O:9])[C:7]([O:10][CH3:11])=[CH:6][C:5]([C:12]#[N:13])=[CH:4]1.C[O-].[Na+].CO.CS(O)(=O)=O.[F:24][C:25]1[CH:30]=[CH:29][C:28]([C@@:31]([C:36]2[CH:37]=[N:38][C:39]([F:42])=[CH:40][CH:41]=2)(N)[C@@H:32]([NH2:34])[CH3:33])=[CH:27][CH:26]=1. Product: [CH2:2]([N:3]1[CH:4]=[C:5]([C:12]2[NH:34][C@@H:32]([CH3:33])[C@:31]([C:28]3[CH:29]=[CH:30][C:25]([F:24])=[CH:26][CH:27]=3)([C:36]3[CH:37]=[N:38][C:39]([F:42])=[CH:40][CH:41]=3)[N:13]=2)[CH:6]=[C:7]([O:10][CH3:11])[C:8]1=[O:9])[CH3:1]. The catalyst class is: 5.